This data is from Forward reaction prediction with 1.9M reactions from USPTO patents (1976-2016). The task is: Predict the product of the given reaction. (1) Given the reactants C([O-])([O-])=O.[K+].[K+].Cl[CH2:8][CH2:9][C:10]([C:12]1[CH:17]=[CH:16][C:15]([O:18][CH3:19])=[CH:14][CH:13]=1)=[O:11].[CH3:20][CH:21]([CH3:37])[C:22]([NH:24][C:25]1[CH:30]=[CH:29][CH:28]=[C:27]([CH:31]2[CH2:36][CH2:35][NH:34][CH2:33][CH2:32]2)[CH:26]=1)=[O:23], predict the reaction product. The product is: [CH3:19][O:18][C:15]1[CH:16]=[CH:17][C:12]([C:10](=[O:11])[CH2:9][CH2:8][N:34]2[CH2:35][CH2:36][CH:31]([C:27]3[CH:26]=[C:25]([NH:24][C:22](=[O:23])[CH:21]([CH3:20])[CH3:37])[CH:30]=[CH:29][CH:28]=3)[CH2:32][CH2:33]2)=[CH:13][CH:14]=1. (2) The product is: [NH:48]1[C:49]2[CH:55]=[CH:54][CH:53]=[CH:52][C:50]=2[N:51]=[C:47]1[CH2:46][NH:45][C:39]([C:11]1[CH:10]=[CH:9][C:8]2[C:7]([CH:1]3[CH2:2][CH2:3][CH2:4][CH2:5][CH2:6]3)=[C:15]3[C:16]4[CH:38]=[CH:37][CH:36]=[CH:35][C:17]=4[CH:18]=[C:19]([C:21]([N:23]4[CH2:28][CH2:27][CH:26]([N:29]5[CH2:34][CH2:33][O:32][CH2:31][CH2:30]5)[CH2:25][CH2:24]4)=[O:22])[CH2:20][N:14]3[C:13]=2[CH:12]=1)=[O:40]. Given the reactants [CH:1]1([C:7]2[C:8]3[CH:9]=[CH:10][C:11]([C:39](O)=[O:40])=[CH:12][C:13]=3[N:14]3[CH2:20][C:19]([C:21]([N:23]4[CH2:28][CH2:27][CH:26]([N:29]5[CH2:34][CH2:33][O:32][CH2:31][CH2:30]5)[CH2:25][CH2:24]4)=[O:22])=[CH:18][C:17]4[CH:35]=[CH:36][CH:37]=[CH:38][C:16]=4[C:15]=23)[CH2:6][CH2:5][CH2:4][CH2:3][CH2:2]1.O.Cl.Cl.[NH2:45][CH2:46][C:47]1[NH:48][C:49]2[CH:55]=[CH:54][CH:53]=[CH:52][C:50]=2[N:51]=1.C(N(CC)C(C)C)(C)C.Cl.CN(C)CCCN=C=NCC.ON1C2C=CC=CC=2N=N1, predict the reaction product. (3) Given the reactants C([N:4]([CH2:8][CH2:9]Cl)CCCl)CCl.NC(OCC)=[O:13].CC[C@@]1(O)CN2C[C@@H](C[C@](C(OC)=O)(C3C=C4[C@:48]56[C@@H:52]7[C@:53](CC)([C@@H:57]([OH:63])[C@:58](O)(C(N)=O)[C@@H:47]5[N:46]([CH3:66])[C:41]4=CC=3OC)C=[CH:55][CH2:56][N:51]7CC6)C3NC4C=CC=CC=4C=3CC2)C1.CN(N=NC1NC=NC=1C(N)=O)C, predict the reaction product. The product is: [CH2:56]1[N:51]([C:52]2[C:48](=[O:13])[C:47]([N:46]3[CH2:41][CH2:66]3)=[C:58]([N:4]3[CH2:8][CH2:9]3)[C:57](=[O:63])[CH:53]=2)[CH2:55]1. (4) Given the reactants [Cl:1][C:2]1[CH:7]=[CH:6][CH:5]=[C:4]([Cl:8])[C:3]=1[C:9]#[C:10][C:11]([OH:13])=O.C(N(C(C)C)CC)(C)C.[B-](F)(F)(F)F.CN(C(ON1C(=O)C=CC=C1)=[N+](C)C)C.[NH2:43][C:44]1[CH:45]=[C:46]([NH:50][C:51]2[N:59]=[C:58]([NH:60][CH:61]3[CH2:66][CH2:65][CH:64]([OH:67])[CH2:63][CH2:62]3)[N:57]=[C:56]3[C:52]=2[N:53]=[CH:54][N:55]3[CH2:68][CH3:69])[CH:47]=[CH:48][CH:49]=1, predict the reaction product. The product is: [CH2:68]([N:55]1[CH:54]=[N:53][C:52]2[C:56]1=[N:57][C:58]([NH:60][C@H:61]1[CH2:66][CH2:65][C@H:64]([OH:67])[CH2:63][CH2:62]1)=[N:59][C:51]=2[NH:50][C:46]1[CH:45]=[C:44]([NH:43][C:11](=[O:13])[C:10]#[C:9][C:3]2[C:4]([Cl:8])=[CH:5][CH:6]=[CH:7][C:2]=2[Cl:1])[CH:49]=[CH:48][CH:47]=1)[CH3:69]. (5) Given the reactants [NH2:1][C:2]1[CH:15]=[CH:14][CH:13]=[CH:12][C:3]=1[C:4]([C:6]1[CH:11]=[CH:10][CH:9]=[CH:8][CH:7]=1)=O.[Cl:16][CH2:17][C:18]([C:20]1[S:24][C:23]([CH2:25][C:26]([O:28][CH3:29])=[O:27])=[CH:22][CH:21]=1)=O.[Si](Cl)(C)(C)C.O, predict the reaction product. The product is: [Cl:16][C:17]1[C:18]([C:20]2[S:24][C:23]([CH2:25][C:26]([O:28][CH3:29])=[O:27])=[CH:22][CH:21]=2)=[N:1][C:2]2[C:3]([C:4]=1[C:6]1[CH:11]=[CH:10][CH:9]=[CH:8][CH:7]=1)=[CH:12][CH:13]=[CH:14][CH:15]=2. (6) Given the reactants [F:1][C:2]1[CH:3]=[C:4]([CH:6]=[CH:7][C:8]=1[O:9][C:10]1[C:19]2[C:14](=[CH:15][C:16]([O:22][CH2:23][CH2:24][CH2:25][N:26]3[CH2:31][CH2:30][CH2:29][CH2:28][CH2:27]3)=[C:17]([O:20][CH3:21])[CH:18]=2)[N:13]=[CH:12][CH:11]=1)[NH2:5].FC1C=C([N+]([O-])=O)C=CC=1OC1C2C(=CC(O)=C(OC)C=2)N=CC=1.N1(CCCO)CCCCC1.[F:66][C:67]1[CH:72]=[CH:71][C:70]([N:73]2[C:78](=[O:79])[C:77]([C:80](O)=[O:81])=[CH:76][CH:75]=[N:74]2)=[CH:69][CH:68]=1, predict the reaction product. The product is: [F:1][C:2]1[CH:3]=[C:4]([NH:5][C:80]([C:77]2[C:78](=[O:79])[N:73]([C:70]3[CH:71]=[CH:72][C:67]([F:66])=[CH:68][CH:69]=3)[N:74]=[CH:75][CH:76]=2)=[O:81])[CH:6]=[CH:7][C:8]=1[O:9][C:10]1[C:19]2[C:14](=[CH:15][C:16]([O:22][CH2:23][CH2:24][CH2:25][N:26]3[CH2:27][CH2:28][CH2:29][CH2:30][CH2:31]3)=[C:17]([O:20][CH3:21])[CH:18]=2)[N:13]=[CH:12][CH:11]=1. (7) Given the reactants [OH:1][CH:2]1[CH2:7][CH2:6][NH:5][CH2:4][CH2:3]1.Cl[C:9]1[N:13]([CH2:14][C:15]2[CH:20]=[CH:19][C:18]([F:21])=[CH:17][CH:16]=2)[C:12]2[CH:22]=[CH:23][CH:24]=[CH:25][C:11]=2[N:10]=1, predict the reaction product. The product is: [F:21][C:18]1[CH:19]=[CH:20][C:15]([CH2:14][N:13]2[C:12]3[CH:22]=[CH:23][CH:24]=[CH:25][C:11]=3[N:10]=[C:9]2[N:5]2[CH2:6][CH2:7][CH:2]([OH:1])[CH2:3][CH2:4]2)=[CH:16][CH:17]=1. (8) Given the reactants C[O:2][C:3]1[CH:4]=[C:5]2[C:10](=[CH:11][C:12]=1[O:13]C)[C:9]([CH3:16])([CH3:15])[CH2:8][CH2:7][C:6]2([CH3:18])[CH3:17].B(Br)(Br)Br, predict the reaction product. The product is: [CH3:17][C:6]1([CH3:18])[CH2:7][CH2:8][C:9]([CH3:15])([CH3:16])[C:10]2[CH:11]=[C:12]([OH:13])[C:3]([OH:2])=[CH:4][C:5]1=2. (9) Given the reactants [Br:1][C:2]1[N:6]2[CH:7]=[C:8]([CH:13]3[CH2:15][CH2:14]3)[C:9]([CH2:11]O)=[CH:10][C:5]2=[N:4][N:3]=1.C(N(CC)CC)C.CS(Cl)(=O)=O.[Cl:28][C:29]1[CH:30]=[C:31]([CH:39]=[C:40]([Cl:42])[CH:41]=1)[O:32][CH:33]1[CH2:38][CH2:37][NH:36][CH2:35][CH2:34]1.C(=O)([O-])[O-].[K+].[K+], predict the reaction product. The product is: [Br:1][C:2]1[N:6]2[CH:7]=[C:8]([CH:13]3[CH2:15][CH2:14]3)[C:9]([CH2:11][N:36]3[CH2:37][CH2:38][CH:33]([O:32][C:31]4[CH:39]=[C:40]([Cl:42])[CH:41]=[C:29]([Cl:28])[CH:30]=4)[CH2:34][CH2:35]3)=[CH:10][C:5]2=[N:4][N:3]=1. (10) Given the reactants Cl[CH2:2][C:3]1[S:7][C:6]([C:8]2[NH:9][C:10]3[C:15]([CH:16]=2)=[C:14]([CH3:17])[CH:13]=[CH:12][C:11]=3[N:18]([CH3:27])[S:19]([C:22]2[S:23][CH:24]=[CH:25][CH:26]=2)(=[O:21])=[O:20])=[N:5][CH:4]=1.[NH:28]1[CH2:32][CH2:31][CH:30]([OH:33])[CH2:29]1.C(=O)([O-])[O-].[K+].[K+].O, predict the reaction product. The product is: [OH:33][CH:30]1[CH2:31][CH2:32][N:28]([CH2:2][C:3]2[S:7][C:6]([C:8]3[NH:9][C:10]4[C:15]([CH:16]=3)=[C:14]([CH3:17])[CH:13]=[CH:12][C:11]=4[N:18]([CH3:27])[S:19]([C:22]3[S:23][CH:24]=[CH:25][CH:26]=3)(=[O:21])=[O:20])=[N:5][CH:4]=2)[CH2:29]1.